Dataset: Forward reaction prediction with 1.9M reactions from USPTO patents (1976-2016). Task: Predict the product of the given reaction. (1) Given the reactants Br[C:2]1[CH:3]=[C:4]([N:8]2[CH2:12][CH2:11][CH2:10][CH2:9]2)[CH:5]=[CH:6][CH:7]=1.B1(B2OC(C)(C)C(C)(C)O2)OC(C)(C)C(C)(C)O1.C([O-])(=O)C.[K+].[ClH:36].[N:37]12[CH2:44][CH2:43][CH:40]([CH2:41][CH2:42]1)[C@@H:39]([NH:45][C:46]([C:48]1[S:49][C:50]3[C:56](Br)=[CH:55][CH:54]=[CH:53][C:51]=3[CH:52]=1)=[O:47])[CH2:38]2.C(=O)([O-])[O-].[Na+].[Na+], predict the reaction product. The product is: [ClH:36].[N:37]12[CH2:42][CH2:41][CH:40]([CH2:43][CH2:44]1)[C@@H:39]([NH:45][C:46]([C:48]1[S:49][C:50]3[C:56]([C:2]4[CH:7]=[CH:6][CH:5]=[C:4]([N:8]5[CH2:12][CH2:11][CH2:10][CH2:9]5)[CH:3]=4)=[CH:55][CH:54]=[CH:53][C:51]=3[CH:52]=1)=[O:47])[CH2:38]2. (2) Given the reactants [Cl-:1].[NH:2]([C:4](=[O:12])[CH2:5][N+:6]1[CH:11]=[CH:10][CH:9]=[CH:8][CH:7]=1)[NH2:3].[CH:13]1[CH:18]=[CH:17][C:16](/[CH:19]=[CH:20]/[CH:21]=O)=[CH:15][CH:14]=1, predict the reaction product. The product is: [Cl-:1].[O:12]=[C:4]([NH:2]/[N:3]=[CH:21]/[CH:20]=[CH:19]/[C:16]1[CH:17]=[CH:18][CH:13]=[CH:14][CH:15]=1)[CH2:5][N+:6]1[CH:7]=[CH:8][CH:9]=[CH:10][CH:11]=1. (3) Given the reactants [Si]([O:8][CH:9]1[CH2:18][CH2:17][CH2:16][C:15]2[N:14]=[C:13]([CH:19]3[C:27]4[C:22](=[CH:23][CH:24]=[C:25]([C:28]#[N:29])[CH:26]=4)[NH:21][C:20]3=[O:30])[CH:12]=[CH:11][C:10]1=2)(C(C)(C)C)(C)C.CCCC[N+](CCCC)(CCCC)CCCC.[F-], predict the reaction product. The product is: [OH:8][CH:9]1[CH2:18][CH2:17][CH2:16][C:15]2[N:14]=[C:13]([CH:19]3[C:27]4[C:22](=[CH:23][CH:24]=[C:25]([C:28]#[N:29])[CH:26]=4)[NH:21][C:20]3=[O:30])[CH:12]=[CH:11][C:10]1=2. (4) Given the reactants Cl.[C:2]([CH:4]1[CH2:7][NH:6][CH2:5]1)#[N:3].N1CCCC1.[C:13]([NH:20][C@@H:21]([C:26]([OH:28])=O)[CH2:22][CH:23]([CH3:25])[CH3:24])([O:15]C(C)(C)C)=O.C(N[C@@H](C(O)=O)C(C)(C)C)(OC(C)(C)C)=O.[CH3:45][N:46]1[CH:50]=[C:49]([C:51]2[N:56]=[C:55]3[C:57](C(O)=O)=[CH:58][N:59](COCC[Si](C)(C)C)[C:54]3=[N:53][CH:52]=2)[CH:48]=[N:47]1.C1(C2N=C3C(C(O)=O)=CN(COCC[Si](C)(C)C)C3=NC=2)CC1.FC(F)(F)C(O)=O, predict the reaction product. The product is: [C:2]([CH:4]1[CH2:7][N:6]([C:26]([C@H:21]([NH:20][C:13]([C:57]2[C:55]3[C:54](=[N:53][CH:52]=[C:51]([C:49]4[CH:48]=[N:47][N:46]([CH3:45])[CH:50]=4)[N:56]=3)[NH:59][CH:58]=2)=[O:15])[CH2:22][CH:23]([CH3:24])[CH3:25])=[O:28])[CH2:5]1)#[N:3]. (5) Given the reactants [F:1][C:2]1[CH:7]=[CH:6][C:5]([C:8]2[N:9]=[C:10]3[C:15](=[N:16][CH:17]=2)[N:14]=[CH:13][NH:12][C:11]3=O)=[CH:4][CH:3]=1.[NH:19]1[CH:23]=[N:22][CH:21]=[N:20]1.C(N(C(C)C)CC)(C)C.C(#N)C, predict the reaction product. The product is: [F:1][C:2]1[CH:7]=[CH:6][C:5]([C:8]2[N:9]=[C:10]3[C:15](=[N:16][CH:17]=2)[N:14]=[CH:13][N:12]=[C:11]3[N:19]2[CH:23]=[N:22][CH:21]=[N:20]2)=[CH:4][CH:3]=1. (6) The product is: [NH2:22][CH2:18][C:15]1[C:16]([F:17])=[C:11]([O:10][C:8]2[CH:7]=[C:4]([CH:3]=[C:2]([Cl:1])[CH:9]=2)[C:5]#[N:6])[C:12]([Br:21])=[C:13]([Br:20])[CH:14]=1. Given the reactants [Cl:1][C:2]1[CH:3]=[C:4]([CH:7]=[C:8]([O:10][C:11]2[C:16]([F:17])=[C:15]([CH2:18]Br)[CH:14]=[C:13]([Br:20])[C:12]=2[Br:21])[CH:9]=1)[C:5]#[N:6].[NH3:22].CO, predict the reaction product.